This data is from Reaction yield outcomes from USPTO patents with 853,638 reactions. The task is: Predict the reaction yield, written as a fraction of the theoretical maximum amount of product (1.0 means a 100% yield; for example, 0.34 means a 34% yield). (1) The reactants are [H-].[Na+].[NH2:3][C@@H:4]([CH2:7][CH3:8])[CH2:5][OH:6].Cl[CH2:10][C:11](OCC)=[O:12].[NH4+].[Cl-]. The catalyst is C1(C)C=CC=CC=1. The product is [CH2:7]([C@@H:4]1[NH:3][C:11](=[O:12])[CH2:10][O:6][CH2:5]1)[CH3:8]. The yield is 0.880. (2) The reactants are [OH-].[K+].CO[C:5]([C:7]1[CH:12]=[CH:11][C:10]([C:13]([CH3:16])([CH3:15])[CH3:14])=[CH:9][N:8]=1)=[O:6].[Cl:17][C:18]1[CH:19]=[C:20]([CH2:25][CH2:26][NH2:27])[CH:21]=[CH:22][C:23]=1[Cl:24].CN1CCOCC1.CN(C(ON1N=NC2C=CC=CC1=2)=[N+](C)C)C.F[P-](F)(F)(F)(F)F. The catalyst is C1COCC1. The product is [Cl:17][C:18]1[CH:19]=[C:20]([CH2:25][CH2:26][NH:27][C:5]([C:7]2[CH:12]=[CH:11][C:10]([C:13]([CH3:16])([CH3:15])[CH3:14])=[CH:9][N:8]=2)=[O:6])[CH:21]=[CH:22][C:23]=1[Cl:24]. The yield is 0.580. (3) The reactants are [CH3:1][O:2][C:3](=[O:17])[CH2:4][CH2:5][NH:6][C:7](=[O:16])[C:8]1[CH:13]=[CH:12][C:11]([CH:14]=O)=[CH:10][CH:9]=1.[CH:18]1([C:24]2[CH:30]=[CH:29][C:27]([NH2:28])=[CH:26][CH:25]=2)[CH2:23][CH2:22][CH2:21][CH2:20][CH2:19]1.C([BH3-])#N.[Na+]. The catalyst is CO. The product is [CH3:1][O:2][C:3](=[O:17])[CH2:4][CH2:5][NH:6][C:7](=[O:16])[C:8]1[CH:13]=[CH:12][C:11]([CH2:14][NH:28][C:27]2[CH:29]=[CH:30][C:24]([CH:18]3[CH2:23][CH2:22][CH2:21][CH2:20][CH2:19]3)=[CH:25][CH:26]=2)=[CH:10][CH:9]=1. The yield is 0.380. (4) The reactants are [NH2:1][C:2]1[CH:6]=[CH:5][S:4][C:3]=1[C:7]([O:9][CH3:10])=[O:8].CO[CH:13](OC)[N:14]([CH3:16])[CH3:15]. No catalyst specified. The product is [CH3:10][O:9][C:7]([C:3]1[S:4][CH:5]=[CH:6][C:2]=1[N:1]=[CH:13][N:14]([CH3:16])[CH3:15])=[O:8]. The yield is 0.950. (5) The reactants are [CH3:1][C:2]1[NH:3][C:4]2[C:9]([CH:10]=1)=[CH:8][CH:7]=[CH:6][CH:5]=2.Br[CH2:12][C:13]([O-:15])=[O:14].C(=O)([O-])[O-].[Cs+].[Cs+].[I-].[K+].[C:24](#N)[CH3:25]. The catalyst is C(OCC)(=O)C. The product is [CH2:24]([O:15][C:13](=[O:14])[CH2:12][N:3]1[C:4]2[C:9](=[CH:8][CH:7]=[CH:6][CH:5]=2)[CH:10]=[C:2]1[CH3:1])[CH3:25]. The yield is 0.820. (6) The reactants are [C:1]([O:7][C:8]([CH3:11])([CH3:10])[CH3:9])(=[O:6])[CH2:2][C:3]([CH3:5])=O.[F:12][C:13]1[CH:20]=[CH:19][C:18]([Br:21])=[CH:17][C:14]=1[CH:15]=O.[NH4+:22].[OH-:23]. The catalyst is CCO.C(Cl)Cl. The product is [Br:21][C:18]1[CH:19]=[CH:20][C:13]([F:12])=[C:14]([CH:15]2[C:2]([C:1]([O:7][C:8]([CH3:11])([CH3:10])[CH3:9])=[O:6])=[C:3]([CH3:5])[NH:22][C:3]([CH3:5])=[C:2]2[C:1]([O:7][C:8]([CH3:11])([CH3:10])[CH3:9])=[O:23])[CH:17]=1. The yield is 0.0200. (7) No catalyst specified. The product is [OH:22][C:14]1[CH:13]=[C:12]([NH:11][S:8]([C:4]2[CH:3]=[C:2]([C:29]3[CH:28]=[CH:27][C:26]([O:25][C:24]([F:23])([F:35])[F:36])=[CH:31][CH:30]=3)[CH:7]=[CH:6][CH:5]=2)(=[O:10])=[O:9])[CH:21]=[CH:20][C:15]=1[C:16]([O:18][CH3:19])=[O:17]. The reactants are Br[C:2]1[CH:3]=[C:4]([S:8]([NH:11][C:12]2[CH:21]=[CH:20][C:15]([C:16]([O:18][CH3:19])=[O:17])=[C:14]([OH:22])[CH:13]=2)(=[O:10])=[O:9])[CH:5]=[CH:6][CH:7]=1.[F:23][C:24]([F:36])([F:35])[O:25][C:26]1[CH:31]=[CH:30][C:29](B(O)O)=[CH:28][CH:27]=1. The yield is 0.730. (8) The reactants are [F:1][C:2]1[CH:7]=[CH:6][C:5]([NH:8][C:9]2[CH:14]=[CH:13][C:12]([C:15]3[C:19]4[CH2:20][C:21]5[S:22][CH:23]=[CH:24][C:25]=5[C:18]=4[N:17](COCC[Si](C)(C)C)[N:16]=3)=[CH:11][CH:10]=2)=[CH:4][CH:3]=1.Cl. The catalyst is CO. The product is [S:22]1[CH:23]=[CH:24][C:25]2[C:18]3[NH:17][N:16]=[C:15]([C:12]4[CH:11]=[CH:10][C:9]([NH:8][C:5]5[CH:6]=[CH:7][C:2]([F:1])=[CH:3][CH:4]=5)=[CH:14][CH:13]=4)[C:19]=3[CH2:20][C:21]1=2. The yield is 0.850. (9) The product is [OH:4][CH2:3][CH2:2][S:1][C:17]1[C:18](=[O:19])[NH:20][C:21](=[O:22])[C:16]=1[S:1][CH2:2][CH2:3][OH:4]. The reactants are [SH:1][CH2:2][CH2:3][OH:4].[Na+].[Cl-].P([O-])([O-])([O-])=O.[Na+].[Na+].[Na+].Br[C:16]1[C:21](=[O:22])[NH:20][C:18](=[O:19])[C:17]=1Br. The yield is 0.530. The catalyst is CN(C=O)C.